Dataset: Catalyst prediction with 721,799 reactions and 888 catalyst types from USPTO. Task: Predict which catalyst facilitates the given reaction. (1) Reactant: [NH:1]1[CH:8]=[CH:7][C:5](=[O:6])[NH:4][C:2]1=[S:3].[CH3:9][O-].[Na+].CI. Product: [CH3:9][S:3][C:2]1[NH:1][CH:8]=[CH:7][C:5](=[O:6])[N:4]=1. The catalyst class is: 5. (2) Reactant: C1C=C[NH+]=CC=1.[O-][Cr](Cl)(=O)=O.[CH2:12]([O:16][CH:17]1[CH2:22][CH2:21][CH2:20][CH2:19][CH:18]1[OH:23])[CH2:13][CH:14]=[CH2:15]. Product: [CH2:12]([O:16][CH:17]1[CH2:22][CH2:21][CH2:20][CH2:19][C:18]1=[O:23])[CH2:13][CH:14]=[CH2:15]. The catalyst class is: 2. (3) Reactant: C(O[BH-](OC(=O)C)OC(=O)C)(=O)C.[Na+].[NH2:15][C@H:16]([CH:20]1[CH2:22][CH2:21]1)[C:17]([OH:19])=[O:18].[CH:23]([C:25]1[CH:30]=[CH:29][N:28]=[C:27]2[N:31]([C:38]([O:40][C:41]([CH3:44])([CH3:43])[CH3:42])=[O:39])[CH:32]=[C:33]([C:34]([O:36][CH3:37])=[O:35])[C:26]=12)=O. Product: [C:41]([O:40][C:38]([N:31]1[C:27]2=[N:28][CH:29]=[CH:30][C:25]([CH2:23][NH:15][C@H:16]([CH:20]3[CH2:22][CH2:21]3)[C:17]([OH:19])=[O:18])=[C:26]2[C:33]([C:34]([O:36][CH3:37])=[O:35])=[CH:32]1)=[O:39])([CH3:44])([CH3:43])[CH3:42]. The catalyst class is: 2. (4) Reactant: [Cl:1][C:2]1[CH:7]=[C:6]([Cl:8])[CH:5]=[CH:4][C:3]=1[C:9]1[C:10]([N+:16]([O-:18])=[O:17])=[N:11][CH:12]=[C:13](Br)[N:14]=1.[NH2:19][CH2:20][CH2:21][NH:22][C:23]1[CH:28]=[CH:27][C:26]([N+:29]([O-:31])=[O:30])=[C:25]([NH2:32])N=1.[CH:33](N(C(C)C)CC)(C)C. Product: [NH2:32][C:25]1[CH:33]=[C:23]([NH:22][CH2:21][CH2:20][NH:19][C:13]2[CH:12]=[N:11][C:10]([N+:16]([O-:18])=[O:17])=[C:9]([C:3]3[CH:4]=[CH:5][C:6]([Cl:8])=[CH:7][C:2]=3[Cl:1])[N:14]=2)[CH:28]=[CH:27][C:26]=1[N+:29]([O-:31])=[O:30]. The catalyst class is: 3. (5) Reactant: [NH2:1][C@H:2]1[CH2:7][CH2:6][C@H:5]([NH2:8])[CH2:4][CH2:3]1.[C:9](O[C:9]([O:11][C:12]([CH3:15])([CH3:14])[CH3:13])=[O:10])([O:11][C:12]([CH3:15])([CH3:14])[CH3:13])=[O:10].C1C=C2C(C(O)(O)C(=O)C2=CC=1)=O. Product: [C:12]([O:11][C:9](=[O:10])[NH:1][CH:2]1[CH2:7][CH2:6][CH:5]([NH2:8])[CH2:4][CH2:3]1)([CH3:15])([CH3:14])[CH3:13]. The catalyst class is: 254. (6) Reactant: [NH:1]([C:3]1[N:8]=[CH:7][C:6]([C:9]2([C:12]([O:14]C)=[O:13])[CH2:11][CH2:10]2)=[CH:5][CH:4]=1)[NH2:2].[CH:16](=O)[CH3:17].C(O)(=O)C.C(O)(=O)C.C(O)(=O)C.IC1C=CC=CC=1. Product: [CH3:16][C:17]1[N:8]2[CH:7]=[C:6]([C:9]3([C:12]([OH:14])=[O:13])[CH2:11][CH2:10]3)[CH:5]=[CH:4][C:3]2=[N:1][N:2]=1. The catalyst class is: 8. (7) Reactant: [CH3:1][C:2]1[C:6]([C:7]2[CH:12]=[CH:11][C:10]([Cl:13])=[CH:9][CH:8]=2)=[C:5]([NH2:14])[NH:4][N:3]=1.[CH3:15][O:16][C:17]1[CH:22]=[CH:21][C:20]([C:23](=O)[CH2:24][C:25](OCC)=[O:26])=[CH:19][CH:18]=1. Product: [Cl:13][C:10]1[CH:9]=[CH:8][C:7]([C:6]2[C:2]([CH3:1])=[N:3][N:4]3[C:23]([C:20]4[CH:21]=[CH:22][C:17]([O:16][CH3:15])=[CH:18][CH:19]=4)=[CH:24][C:25](=[O:26])[NH:14][C:5]=23)=[CH:12][CH:11]=1. The catalyst class is: 17.